From a dataset of Merck oncology drug combination screen with 23,052 pairs across 39 cell lines. Regression. Given two drug SMILES strings and cell line genomic features, predict the synergy score measuring deviation from expected non-interaction effect. (1) Drug 1: CN(C)C(=N)N=C(N)N. Drug 2: Cn1c(=O)n(-c2ccc(C(C)(C)C#N)cc2)c2c3cc(-c4cnc5ccccc5c4)ccc3ncc21. Cell line: A427. Synergy scores: synergy=10.6. (2) Drug 1: O=S1(=O)NC2(CN1CC(F)(F)F)C1CCC2Cc2cc(C=CCN3CCC(C(F)(F)F)CC3)ccc2C1. Drug 2: CC(C)CC(NC(=O)C(Cc1ccccc1)NC(=O)c1cnccn1)B(O)O. Cell line: NCIH2122. Synergy scores: synergy=14.1.